This data is from Full USPTO retrosynthesis dataset with 1.9M reactions from patents (1976-2016). The task is: Predict the reactants needed to synthesize the given product. (1) Given the product [CH:15]1([N:14]2[C:13]3[CH:18]=[C:19]([F:22])[CH:20]=[CH:21][C:12]=3[N:11]=[C:10]2[C@@H:8]([NH2:7])[CH3:9])[CH2:17][CH2:16]1, predict the reactants needed to synthesize it. The reactants are: C(OC(=O)[NH:7][C@H:8]([C:10]1[N:14]([CH:15]2[CH2:17][CH2:16]2)[C:13]2[CH:18]=[C:19]([F:22])[CH:20]=[CH:21][C:12]=2[N:11]=1)[CH3:9])(C)(C)C.C(O)(C(F)(F)F)=O. (2) Given the product [N:1]1([C:9]([O:11][C:12]([CH3:15])([CH3:14])[CH3:13])=[O:10])[CH2:8][CH2:7][CH2:6][C@H:2]1[C:3]([O:5][CH2:31][C:32]([Cl:34])([Cl:38])[Cl:33])=[O:4], predict the reactants needed to synthesize it. The reactants are: [N:1]1([C:9]([O:11][C:12]([CH3:15])([CH3:14])[CH3:13])=[O:10])[CH2:8][CH2:7][CH2:6][C@H:2]1[C:3]([OH:5])=[O:4].C1CCC(N=C=NC2CCCCC2)CC1.[CH:31](Cl)(O)[CH:32]([Cl:34])[Cl:33].C(Cl)(Cl)[Cl:38]. (3) Given the product [CH:9]1([C:6]2[N:5]=[C:4]([NH:11][C@@H:12]3[C:20]4[C:15](=[CH:16][CH:17]=[CH:18][CH:19]=4)[CH2:14][C@@H:13]3[OH:21])[C:3]([CH2:1][CH3:2])=[N:8][CH:7]=2)[CH2:23][CH2:10]1, predict the reactants needed to synthesize it. The reactants are: [CH2:1]([C:3]1[C:4]([NH:11][C@@H:12]2[C:20]3[C:15](=[CH:16][CH:17]=[CH:18][CH:19]=3)[CH2:14][C@@H:13]2[OH:21])=[N:5][C:6]([CH2:9][CH3:10])=[CH:7][N:8]=1)[CH3:2].Cl[C:23]1C(CC)=NC=C(C2CC2)N=1. (4) Given the product [Cl:29][C:10]1[N:11]=[N:12][C:7]([CH:1]2[CH2:6][CH2:5][CH2:4][CH2:3][CH2:2]2)=[C:8]([C:14]2[CH:19]=[CH:18][C:17]([O:20][CH:21]3[CH2:26][CH2:25][CH2:24][CH2:23][CH2:22]3)=[CH:16][CH:15]=2)[CH:9]=1, predict the reactants needed to synthesize it. The reactants are: [CH:1]1([C:7]2[C:8]([C:14]3[CH:19]=[CH:18][C:17]([O:20][CH:21]4[CH2:26][CH2:25][CH2:24][CH2:23][CH2:22]4)=[CH:16][CH:15]=3)=[CH:9][C:10](=O)[NH:11][N:12]=2)[CH2:6][CH2:5][CH2:4][CH2:3][CH2:2]1.P(Cl)(Cl)([Cl:29])=O. (5) Given the product [CH2:9]1[C:3]2([CH2:8][CH2:7][O:6][CH2:5][CH2:4]2)[CH2:2][N:1]=[N:10]1, predict the reactants needed to synthesize it. The reactants are: [NH2:1][CH2:2][C:3]1([CH2:9][NH2:10])[CH2:8][CH2:7][O:6][CH2:5][CH2:4]1.OO.[O-]Cl.[Na+]. (6) Given the product [CH3:13][N:10]1[C:11]([O:23][S:20]([C:19]([F:32])([F:31])[F:18])(=[O:22])=[O:21])=[CH:12][C:8]([C:14]([F:17])([F:16])[F:15])=[N:9]1, predict the reactants needed to synthesize it. The reactants are: N1C=CC=CC=1.O[C:8]1([C:14]([F:17])([F:16])[F:15])[CH:12]=[CH:11][N:10]([CH3:13])[NH:9]1.[F:18][C:19]([F:32])([F:31])[S:20]([O:23]S(C(F)(F)F)(=O)=O)(=[O:22])=[O:21].